This data is from Full USPTO retrosynthesis dataset with 1.9M reactions from patents (1976-2016). The task is: Predict the reactants needed to synthesize the given product. Given the product [Cl:25][C:24]1[C:19]([O:1][C:2]2[CH:9]=[CH:8][C:5]([CH:6]=[O:7])=[CH:4][C:3]=2[O:10][CH3:11])=[N:20][CH:21]=[C:22]([C:26]([F:28])([F:27])[F:29])[CH:23]=1, predict the reactants needed to synthesize it. The reactants are: [OH:1][C:2]1[CH:9]=[CH:8][C:5]([CH:6]=[O:7])=[CH:4][C:3]=1[O:10][CH3:11].C(=O)([O-])[O-].[Li+].[Li+].Cl[C:19]1[C:24]([Cl:25])=[CH:23][C:22]([C:26]([F:29])([F:28])[F:27])=[CH:21][N:20]=1.O.